This data is from Peptide-MHC class II binding affinity with 134,281 pairs from IEDB. The task is: Regression. Given a peptide amino acid sequence and an MHC pseudo amino acid sequence, predict their binding affinity value. This is MHC class II binding data. The peptide sequence is IRQLERLLQAVVGAG. The MHC is HLA-DQA10102-DQB10502 with pseudo-sequence HLA-DQA10102-DQB10502. The binding affinity (normalized) is 0.459.